Task: Predict which catalyst facilitates the given reaction.. Dataset: Catalyst prediction with 721,799 reactions and 888 catalyst types from USPTO (1) Reactant: [C:1]([C:5]1[C:19]([OH:20])=[C:18]([CH2:21][C:22]([CH3:24])=[CH2:23])[C:8]2[CH2:9][C:10]3([O:17][C:7]=2[CH:6]=1)[CH2:16][CH2:15][CH2:14][CH2:13][CH2:12][CH2:11]3)([CH3:4])([CH3:3])[CH3:2]. Product: [C:1]([C:5]1[C:19]([OH:20])=[C:18]([CH2:21][CH:22]([CH3:24])[CH3:23])[C:8]2[CH2:9][C:10]3([O:17][C:7]=2[CH:6]=1)[CH2:16][CH2:15][CH2:14][CH2:13][CH2:12][CH2:11]3)([CH3:4])([CH3:3])[CH3:2]. The catalyst class is: 29. (2) Reactant: [F:1][C:2]1[C:11]([F:12])=[CH:10][C:5]2[NH:6][C:7](=[S:9])[NH:8][C:4]=2[CH:3]=1.[H-].[Na+].[N+]([C:18]1[O:22][C:21]([CH:23]=[O:24])=[CH:20][CH:19]=1)([O-])=O. Product: [F:12][C:11]1[C:2]([F:1])=[CH:3][C:4]2[NH:8][C:7]([S:9][C:18]3[O:22][C:21]([CH:23]=[O:24])=[CH:20][CH:19]=3)=[N:6][C:5]=2[CH:10]=1. The catalyst class is: 7. (3) Reactant: [C:1]([NH:4][C:5]1[S:6][C:7]([C:11]2[N:12]=[C:13]([C:16](Cl)=[O:17])[S:14][CH:15]=2)=[C:8]([CH3:10])[N:9]=1)(=[O:3])[CH3:2].[NH:19]1[CH2:23][CH2:22][CH:21]([OH:24])[CH2:20]1.C(N(CC)CC)C. Product: [OH:24][CH:21]1[CH2:22][CH2:23][N:19]([C:16]([C:13]2[S:14][CH:15]=[C:11]([C:7]3[S:6][C:5]([NH:4][C:1](=[O:3])[CH3:2])=[N:9][C:8]=3[CH3:10])[N:12]=2)=[O:17])[CH2:20]1. The catalyst class is: 76. (4) Reactant: [O:1]1[CH2:3][C@@H:2]1[CH2:4][O:5][C:6]1[CH:11]=[CH:10][C:9]([S:12]([C:15]([F:18])([F:17])[F:16])(=[O:14])=[O:13])=[CH:8][C:7]=1C(=O)C.C1C=C(Cl)C=[C:24]([C:29]([O:31]O)=[O:30])C=1. Product: [C:29]([O:31][C:7]1[CH:8]=[C:9]([S:12]([C:15]([F:16])([F:17])[F:18])(=[O:13])=[O:14])[CH:10]=[CH:11][C:6]=1[O:5][CH2:4][C@H:2]1[CH2:3][O:1]1)(=[O:30])[CH3:24]. The catalyst class is: 22. (5) Reactant: [Cl:1][C:2]1[CH:3]=[C:4]([CH:8]=[CH:9][C:10]=1[Cl:11])[C:5](Cl)=[O:6].[F:12][C:13]1[CH:19]=[CH:18][C:16]([NH2:17])=[CH:15][C:14]=1[N+:20]([O-:22])=[O:21].C(N(CC)CC)C. Product: [Cl:1][C:2]1[CH:3]=[C:4]([CH:8]=[CH:9][C:10]=1[Cl:11])[C:5]([NH:17][C:16]1[CH:18]=[CH:19][C:13]([F:12])=[C:14]([N+:20]([O-:22])=[O:21])[CH:15]=1)=[O:6]. The catalyst class is: 13. (6) Reactant: [CH2:1]1[O:5][C:4]2[CH:6]=[C:7]([OH:10])[CH:8]=[CH:9][C:3]=2[O:2]1.F[C:12]1[CH:17]=[CH:16][C:15]([N+:18]([O-])=O)=[CH:14][CH:13]=1.C(=O)([O-])[O-].[K+].[K+]. Product: [O:2]1[C:3]2[CH:9]=[CH:8][C:7]([O:10][C:12]3[CH:17]=[CH:16][C:15]([NH2:18])=[CH:14][CH:13]=3)=[CH:6][C:4]=2[O:5][CH2:1]1. The catalyst class is: 3. (7) Reactant: [NH2:1][C:2]1[N:7]=[C:6]([C:8]2[C:9]([C:22]3[CH:23]=[C:24]([NH:28][S:29]([C:32]4[CH:37]=[C:36]([F:38])[CH:35]=[CH:34][C:33]=4[F:39])(=[O:31])=[O:30])[CH:25]=[CH:26][CH:27]=3)=[N:10][N:11](CC3C=CC(OC)=CC=3)[CH:12]=2)[CH:5]=[CH:4][N:3]=1.C(OCC)C. Product: [NH2:1][C:2]1[N:7]=[C:6]([C:8]2[C:9]([C:22]3[CH:23]=[C:24]([NH:28][S:29]([C:32]4[CH:37]=[C:36]([F:38])[CH:35]=[CH:34][C:33]=4[F:39])(=[O:30])=[O:31])[CH:25]=[CH:26][CH:27]=3)=[N:10][NH:11][CH:12]=2)[CH:5]=[CH:4][N:3]=1. The catalyst class is: 55. (8) Reactant: [NH:1]1[CH2:6][CH2:5][C:4]2([CH2:15][CH2:14][C:13]3[C:8](=[CH:9][CH:10]=[CH:11][CH:12]=3)[C:7]2=[O:16])[CH2:3][CH2:2]1.Br[CH2:18][C:19]([O:21][CH2:22][CH3:23])=[O:20].C(N(CC)CC)C. Product: [O:16]=[C:7]1[C:4]2([CH2:3][CH2:2][N:1]([CH2:18][C:19]([O:21][CH2:22][CH3:23])=[O:20])[CH2:6][CH2:5]2)[CH2:15][CH2:14][C:13]2[C:8]1=[CH:9][CH:10]=[CH:11][CH:12]=2. The catalyst class is: 115.